From a dataset of Forward reaction prediction with 1.9M reactions from USPTO patents (1976-2016). Predict the product of the given reaction. (1) The product is: [CH2:32]([C:29]1[C:28](=[O:40])[N:27]([CH:41]2[CH2:42][CH2:43][CH2:44][CH2:45]2)[C:25]2[N:26]=[C:21]([NH:20][C:17]3[CH:16]=[CH:15][C:14]([N:11]4[CH2:10][CH2:9][NH:8][CH2:13][CH2:12]4)=[CH:19][CH:18]=3)[N:22]=[CH:23][C:24]=2[C:30]=1[CH3:31])[C:33]1[CH:38]=[CH:37][CH:36]=[CH:35][CH:34]=1. Given the reactants C(OC([N:8]1[CH2:13][CH2:12][N:11]([C:14]2[CH:19]=[CH:18][C:17]([NH:20][C:21]3[N:22]=[CH:23][C:24]4[C:30]([CH3:31])=[C:29]([CH:32](O)[C:33]5[CH:38]=[CH:37][CH:36]=[CH:35][CH:34]=5)[C:28](=[O:40])[N:27]([CH:41]5[CH2:45][CH2:44][CH2:43][CH2:42]5)[C:25]=4[N:26]=3)=[CH:16][CH:15]=2)[CH2:10][CH2:9]1)=O)(C)(C)C.FC(F)(F)C(O)=O.C([SiH](CC)CC)C, predict the reaction product. (2) Given the reactants [CH3:1][NH:2][NH2:3].Br[C:5]([CH3:12])([CH3:11])[C:6]([O:8][CH2:9][CH3:10])=[O:7].C(N(CC)C(C)C)(C)C.[F:22][C:23]1[C:30]([F:31])=[CH:29][CH:28]=[CH:27][C:24]=1[CH:25]=O, predict the reaction product. The product is: [F:22][C:23]1[C:30]([F:31])=[CH:29][CH:28]=[CH:27][C:24]=1[CH:25]=[N:3][N:2]([C:5]([CH3:12])([CH3:11])[C:6]([O:8][CH2:9][CH3:10])=[O:7])[CH3:1]. (3) The product is: [C:22]([O:26][C:27](=[O:49])[N:28]([CH2:47][CH3:48])[C:29]1[S:30][C:31]([C:2]2[N:7]=[C:6]([NH:8][C:9]3[N:14]=[CH:13][C:12]4[N:15]=[C:16]([CH3:21])[N:17]([CH:18]([CH3:20])[CH3:19])[C:11]=4[CH:10]=3)[CH:5]=[CH:4][N:3]=2)=[CH:32][N:33]=1)([CH3:25])([CH3:24])[CH3:23]. Given the reactants Cl[C:2]1[N:7]=[C:6]([NH:8][C:9]2[N:14]=[CH:13][C:12]3[N:15]=[C:16]([CH3:21])[N:17]([CH:18]([CH3:20])[CH3:19])[C:11]=3[CH:10]=2)[CH:5]=[CH:4][N:3]=1.[C:22]([O:26][C:27](=[O:49])[N:28]([CH2:47][CH3:48])[C:29]1[S:30][C:31]([Sn](CCCC)(CCCC)CCCC)=[CH:32][N:33]=1)([CH3:25])([CH3:24])[CH3:23].O1CCOCC1.[F-].[K+], predict the reaction product. (4) Given the reactants [F:1][C:2]1[C:24]([CH3:25])=[CH:23][C:5]2[N:6]([CH:10]3[CH2:15][CH2:14][N:13](C(OC(C)(C)C)=O)[CH2:12][CH2:11]3)[C:7](=[O:9])[NH:8][C:4]=2[CH:3]=1.FC(F)(F)C(O)=O, predict the reaction product. The product is: [F:1][C:2]1[C:24]([CH3:25])=[CH:23][C:5]2[N:6]([CH:10]3[CH2:11][CH2:12][NH:13][CH2:14][CH2:15]3)[C:7](=[O:9])[NH:8][C:4]=2[CH:3]=1. (5) Given the reactants C(=O)([O-])[O-].[K+].[K+].[C:7]1([NH:13][C:14]2([CH2:20][NH:21][CH2:22][C:23]([O:25][CH2:26][CH3:27])=[O:24])[CH2:19][CH2:18][CH2:17][CH2:16][CH2:15]2)[CH:12]=[CH:11][CH:10]=[CH:9][CH:8]=1.Cl[CH2:29][C:30](Cl)=[O:31].O, predict the reaction product. The product is: [O:31]=[C:30]1[N:21]([CH2:22][C:23]([O:25][CH2:26][CH3:27])=[O:24])[CH2:20][C:14]2([CH2:19][CH2:18][CH2:17][CH2:16][CH2:15]2)[N:13]([C:7]2[CH:12]=[CH:11][CH:10]=[CH:9][CH:8]=2)[CH2:29]1. (6) Given the reactants [N+:1]([C:4]1[CH:5]=[C:6]([C:14]([N:16]2[CH2:21][CH2:20][N:19]([CH2:22][CH3:23])[CH2:18][CH2:17]2)=[O:15])[CH:7]=[C:8]([C:10]([F:13])([F:12])[F:11])[CH:9]=1)([O-])=O, predict the reaction product. The product is: [NH2:1][C:4]1[CH:5]=[C:6]([C:14]([N:16]2[CH2:21][CH2:20][N:19]([CH2:22][CH3:23])[CH2:18][CH2:17]2)=[O:15])[CH:7]=[C:8]([C:10]([F:11])([F:12])[F:13])[CH:9]=1. (7) Given the reactants [Cl:1][C:2]1[N:7]=[C:6](Cl)[C:5]([O:9][CH3:10])=[CH:4][N:3]=1.[NH2:11][CH2:12][CH2:13][CH2:14][N:15]1[CH2:19][CH2:18][CH2:17][C:16]1=[O:20].C(N(C(C)C)C(C)C)C, predict the reaction product. The product is: [Cl:1][C:2]1[N:7]=[C:6]([NH:11][CH2:12][CH2:13][CH2:14][N:15]2[CH2:19][CH2:18][CH2:17][C:16]2=[O:20])[C:5]([O:9][CH3:10])=[CH:4][N:3]=1. (8) Given the reactants [F:1][C:2]1[CH:28]=[CH:27][C:5]2[N:6]=[C:7]([N:20]3[CH2:25][CH2:24][N:23]([CH3:26])[CH2:22][CH2:21]3)[C:8]3[C:13]4[CH:14]=[C:15]([O:18]C)[CH:16]=[CH:17][C:12]=4[S:11][C:9]=3[NH:10][C:4]=2[CH:3]=1.C(S)(S)C.[Al], predict the reaction product. The product is: [F:1][C:2]1[CH:28]=[CH:27][C:5]2[N:6]=[C:7]([N:20]3[CH2:21][CH2:22][N:23]([CH3:26])[CH2:24][CH2:25]3)[C:8]3[C:13]4[CH:14]=[C:15]([OH:18])[CH:16]=[CH:17][C:12]=4[S:11][C:9]=3[NH:10][C:4]=2[CH:3]=1.